Dataset: Forward reaction prediction with 1.9M reactions from USPTO patents (1976-2016). Task: Predict the product of the given reaction. (1) Given the reactants C(OC([NH:8][C:9]1[CH:14]=[CH:13][C:12]([NH:15]/[C:16](=[C:23]2\[C:24](=[O:32])[NH:25][C:26]3[C:31]\2=[CH:30][CH:29]=[CH:28][CH:27]=3)/[C:17]2[CH:22]=[CH:21][CH:20]=[CH:19][CH:18]=2)=[CH:11][CH:10]=1)=O)(C)(C)C.C(OCC)(=O)C.Cl, predict the reaction product. The product is: [NH2:8][C:9]1[CH:14]=[CH:13][C:12]([NH:15]/[C:16](=[C:23]2\[C:24](=[O:32])[NH:25][C:26]3[C:31]\2=[CH:30][CH:29]=[CH:28][CH:27]=3)/[C:17]2[CH:22]=[CH:21][CH:20]=[CH:19][CH:18]=2)=[CH:11][CH:10]=1. (2) Given the reactants [CH2:1]1[C:4]2([CH2:8][N:7]([C:9]([O:11][CH2:12][C:13]3[CH:18]=[CH:17][CH:16]=[CH:15][CH:14]=3)=[O:10])[CH2:6][CH2:5]2)[CH2:3][NH:2]1.C(N(CC)CC)C.[CH:26]([S:29](Cl)(=[O:31])=[O:30])([CH3:28])[CH3:27], predict the reaction product. The product is: [CH:26]([S:29]([N:2]1[CH2:3][C:4]2([CH2:5][CH2:6][N:7]([C:9]([O:11][CH2:12][C:13]3[CH:18]=[CH:17][CH:16]=[CH:15][CH:14]=3)=[O:10])[CH2:8]2)[CH2:1]1)(=[O:31])=[O:30])([CH3:28])[CH3:27].